From a dataset of NCI-60 drug combinations with 297,098 pairs across 59 cell lines. Regression. Given two drug SMILES strings and cell line genomic features, predict the synergy score measuring deviation from expected non-interaction effect. (1) Drug 1: COC1=CC(=CC(=C1O)OC)C2C3C(COC3=O)C(C4=CC5=C(C=C24)OCO5)OC6C(C(C7C(O6)COC(O7)C8=CC=CS8)O)O. Drug 2: C1=CN(C=N1)CC(O)(P(=O)(O)O)P(=O)(O)O. Cell line: COLO 205. Synergy scores: CSS=-5.47, Synergy_ZIP=-14.6, Synergy_Bliss=-34.1, Synergy_Loewe=-62.9, Synergy_HSA=-34.9. (2) Drug 1: CC=C1C(=O)NC(C(=O)OC2CC(=O)NC(C(=O)NC(CSSCCC=C2)C(=O)N1)C(C)C)C(C)C. Drug 2: CC1=C(N=C(N=C1N)C(CC(=O)N)NCC(C(=O)N)N)C(=O)NC(C(C2=CN=CN2)OC3C(C(C(C(O3)CO)O)O)OC4C(C(C(C(O4)CO)O)OC(=O)N)O)C(=O)NC(C)C(C(C)C(=O)NC(C(C)O)C(=O)NCCC5=NC(=CS5)C6=NC(=CS6)C(=O)NCCC[S+](C)C)O. Cell line: OVCAR3. Synergy scores: CSS=68.5, Synergy_ZIP=-2.22, Synergy_Bliss=-1.86, Synergy_Loewe=-20.3, Synergy_HSA=2.23. (3) Drug 1: CC1C(C(CC(O1)OC2CC(OC(C2O)C)OC3=CC4=CC5=C(C(=O)C(C(C5)C(C(=O)C(C(C)O)O)OC)OC6CC(C(C(O6)C)O)OC7CC(C(C(O7)C)O)OC8CC(C(C(O8)C)O)(C)O)C(=C4C(=C3C)O)O)O)O. Drug 2: CC1CCCC2(C(O2)CC(NC(=O)CC(C(C(=O)C(C1O)C)(C)C)O)C(=CC3=CSC(=N3)C)C)C. Cell line: COLO 205. Synergy scores: CSS=74.2, Synergy_ZIP=0.833, Synergy_Bliss=0.427, Synergy_Loewe=-3.32, Synergy_HSA=3.21. (4) Drug 1: CCN(CC)CCNC(=O)C1=C(NC(=C1C)C=C2C3=C(C=CC(=C3)F)NC2=O)C. Drug 2: C1CNP(=O)(OC1)N(CCCl)CCCl. Cell line: SF-539. Synergy scores: CSS=17.8, Synergy_ZIP=-3.48, Synergy_Bliss=-1.21, Synergy_Loewe=-9.98, Synergy_HSA=-0.865. (5) Drug 1: CC1=C2C(C(=O)C3(C(CC4C(C3C(C(C2(C)C)(CC1OC(=O)C(C(C5=CC=CC=C5)NC(=O)OC(C)(C)C)O)O)OC(=O)C6=CC=CC=C6)(CO4)OC(=O)C)OC)C)OC. Drug 2: C1=CC(=CC=C1CC(C(=O)O)N)N(CCCl)CCCl.Cl. Cell line: SF-268. Synergy scores: CSS=24.2, Synergy_ZIP=-7.54, Synergy_Bliss=-7.24, Synergy_Loewe=-18.8, Synergy_HSA=-5.90. (6) Drug 2: C(CC(=O)O)C(=O)CN.Cl. Cell line: NCI-H522. Synergy scores: CSS=12.0, Synergy_ZIP=-3.19, Synergy_Bliss=-0.0311, Synergy_Loewe=-0.0315, Synergy_HSA=-0.523. Drug 1: CC1=C(C=C(C=C1)C(=O)NC2=CC(=CC(=C2)C(F)(F)F)N3C=C(N=C3)C)NC4=NC=CC(=N4)C5=CN=CC=C5. (7) Drug 1: CCC1=CC2CC(C3=C(CN(C2)C1)C4=CC=CC=C4N3)(C5=C(C=C6C(=C5)C78CCN9C7C(C=CC9)(C(C(C8N6C)(C(=O)OC)O)OC(=O)C)CC)OC)C(=O)OC.C(C(C(=O)O)O)(C(=O)O)O. Drug 2: CC1C(C(CC(O1)OC2CC(CC3=C2C(=C4C(=C3O)C(=O)C5=CC=CC=C5C4=O)O)(C(=O)C)O)N)O. Cell line: A498. Synergy scores: CSS=72.3, Synergy_ZIP=0.672, Synergy_Bliss=1.32, Synergy_Loewe=-7.94, Synergy_HSA=3.37. (8) Drug 1: CCN(CC)CCNC(=O)C1=C(NC(=C1C)C=C2C3=C(C=CC(=C3)F)NC2=O)C. Drug 2: C1CCC(C(C1)N)N.C(=O)(C(=O)[O-])[O-].[Pt+4]. Cell line: SW-620. Synergy scores: CSS=34.1, Synergy_ZIP=-2.59, Synergy_Bliss=-1.50, Synergy_Loewe=-5.55, Synergy_HSA=1.88.